Dataset: Forward reaction prediction with 1.9M reactions from USPTO patents (1976-2016). Task: Predict the product of the given reaction. (1) Given the reactants [Cl:1][C:2]1[CH:3]=[CH:4][C:5]([OH:23])=[C:6]([CH:22]=1)[C:7]([NH:9][C@H:10]([C:12]1[CH:21]=[CH:20][C:15]([C:16]([O:18][CH3:19])=[O:17])=[CH:14][CH:13]=1)[CH3:11])=[O:8].[CH3:24][O:25][C:26]([CH3:31])([CH3:30])[CH2:27][CH2:28]O, predict the reaction product. The product is: [Cl:1][C:2]1[CH:3]=[CH:4][C:5]([O:23][CH2:28][CH2:27][C:26]([O:25][CH3:24])([CH3:31])[CH3:30])=[C:6]([CH:22]=1)[C:7]([NH:9][C@H:10]([C:12]1[CH:21]=[CH:20][C:15]([C:16]([O:18][CH3:19])=[O:17])=[CH:14][CH:13]=1)[CH3:11])=[O:8]. (2) Given the reactants [F:1][C:2]1[CH:25]=[CH:24][CH:23]=[CH:22][C:3]=1[CH2:4][N:5]1[C:9]2=[N:10][C:11]([C:14]([F:17])([F:16])[F:15])=[CH:12][CH:13]=[C:8]2[C:7]([C:18](=[NH:21])[NH:19][NH2:20])=[N:6]1.[CH3:26][C:27]([CH3:38])([C:32](=O)[C:33](OC)=[O:34])[C:28]([O:30][CH3:31])=[O:29], predict the reaction product. The product is: [F:1][C:2]1[CH:25]=[CH:24][CH:23]=[CH:22][C:3]=1[CH2:4][N:5]1[C:9]2=[N:10][C:11]([C:14]([F:17])([F:15])[F:16])=[CH:12][CH:13]=[C:8]2[C:7]([C:18]2[N:19]=[N:20][C:32]([C:27]([CH3:38])([CH3:26])[C:28]([O:30][CH3:31])=[O:29])=[C:33]([OH:34])[N:21]=2)=[N:6]1. (3) Given the reactants C(OC([N:8]1[CH2:13][CH2:12][CH:11]([O:14][C:15]2[C:20]([F:21])=[CH:19][C:18]([C:22]3[CH2:27][CH2:26][C:25](=[O:28])[NH:24][N:23]=3)=[CH:17][C:16]=2[F:29])[CH2:10][CH2:9]1)=O)(C)(C)C.FC(F)(F)C(O)=O, predict the reaction product. The product is: [F:21][C:20]1[CH:19]=[C:18]([C:22]2[CH2:27][CH2:26][C:25](=[O:28])[NH:24][N:23]=2)[CH:17]=[C:16]([F:29])[C:15]=1[O:14][CH:11]1[CH2:12][CH2:13][NH:8][CH2:9][CH2:10]1. (4) Given the reactants CS[CH:3]1[C:11]2[C:6](=[CH:7][CH:8]=[CH:9][C:10]=2[CH2:12][O:13][Si:14]([C:17]([CH3:20])([CH3:19])[CH3:18])([CH3:16])[CH3:15])[NH:5][C:4]1=[O:21].[Cl-].[NH4+], predict the reaction product. The product is: [Si:14]([O:13][CH2:12][C:10]1[CH:9]=[CH:8][CH:7]=[C:6]2[C:11]=1[CH2:3][C:4](=[O:21])[NH:5]2)([C:17]([CH3:20])([CH3:19])[CH3:18])([CH3:16])[CH3:15]. (5) Given the reactants [OH:1][C:2]1[CH:11]=[CH:10][C:5]2[NH:6][C:7](=[O:9])[O:8][C:4]=2[CH:3]=1.[CH2:12]1[CH2:17][O:16][CH:15]=[CH:14][CH2:13]1.CC1C=CC(S([O-])(=O)=O)=CC=1.C1C=C[NH+]=CC=1, predict the reaction product. The product is: [O:16]1[CH2:17][CH2:12][CH2:13][CH2:14][CH:15]1[O:1][C:2]1[CH:11]=[CH:10][C:5]2[NH:6][C:7](=[O:9])[O:8][C:4]=2[CH:3]=1. (6) Given the reactants [CH:1]([NH2:4])([CH3:3])[CH3:2].C([Li])CCC.F[C:11]1[CH:19]=[CH:18][C:17]([C:20]([F:23])([F:22])[F:21])=[CH:16][C:12]=1[C:13]([OH:15])=[O:14], predict the reaction product. The product is: [CH:1]([NH:4][C:11]1[CH:19]=[CH:18][C:17]([C:20]([F:21])([F:23])[F:22])=[CH:16][C:12]=1[C:13]([OH:15])=[O:14])([CH3:3])[CH3:2]. (7) Given the reactants C(OC([C@H:8]1[NH:13][C:12]([CH3:18])([C:14]([NH:16][NH2:17])=[O:15])[CH2:11][C:10](=[O:19])[N:9]1[CH3:20])=O)(C)(C)C.CC[N:23](CC)CC.[C:28]([C:30]1[CH:31]=[C:32]([CH:36]=[CH:37][CH:38]=1)[C:33](Cl)=O)#[N:29].S(Cl)(C1C=CC(C)=CC=1)(=O)=O, predict the reaction product. The product is: [NH:23]=[C:8]1[NH:13][C@@:12]([C:14]2[O:15][C:33]([C:32]3[CH:31]=[C:30]([CH:38]=[CH:37][CH:36]=3)[C:28]#[N:29])=[N:17][N:16]=2)([CH3:18])[CH2:11][C:10](=[O:19])[N:9]1[CH3:20]. (8) The product is: [ClH:38].[F:1][C:2]1[CH:3]=[CH:4][C:5]([CH2:8][O:9][C:10]2[CH:15]=[CH:14][N:13]([C:16]3[CH:21]=[CH:20][C:19]4[C:22]5[CH2:28][CH2:27][NH:26][CH2:25][CH2:24][C:23]=5[S:36][C:18]=4[CH:17]=3)[C:12](=[O:37])[CH:11]=2)=[N:6][CH:7]=1. Given the reactants [F:1][C:2]1[CH:3]=[CH:4][C:5]([CH2:8][O:9][C:10]2[CH:15]=[CH:14][N:13]([C:16]3[CH:21]=[CH:20][C:19]4[C:22]5[CH2:28][CH2:27][N:26](C(OC(C)(C)C)=O)[CH2:25][CH2:24][C:23]=5[S:36][C:18]=4[CH:17]=3)[C:12](=[O:37])[CH:11]=2)=[N:6][CH:7]=1.[ClH:38], predict the reaction product. (9) Given the reactants [CH3:1][C:2]1[C:3]([N+:12]([O-:14])=[O:13])=[C:4]2[C:9](=[CH:10][CH:11]=1)[CH:8]=[N:7][CH:6]=[CH:5]2.C1C=C(Cl)C=C(C(OO)=[O:23])C=1.[OH-].[Na+], predict the reaction product. The product is: [CH3:1][C:2]1[C:3]([N+:12]([O-:14])=[O:13])=[C:4]2[C:9](=[CH:10][CH:11]=1)[CH:8]=[N+:7]([O-:23])[CH:6]=[CH:5]2.